Dataset: Catalyst prediction with 721,799 reactions and 888 catalyst types from USPTO. Task: Predict which catalyst facilitates the given reaction. (1) Reactant: CC(C)([O-])C.[K+].[OH:7][CH:8]1[CH2:12][CH2:11][O:10][CH2:9]1.Br[CH2:14][C:15]1[C:16]([Cl:28])=[C:17]([CH:21]=[CH:22][C:23]=1[S:24]([CH3:27])(=[O:26])=[O:25])[C:18]([OH:20])=[O:19].Cl. Product: [Cl:28][C:16]1[C:15]([CH2:14][O:7][CH:8]2[CH2:12][CH2:11][O:10][CH2:9]2)=[C:23]([S:24]([CH3:27])(=[O:26])=[O:25])[CH:22]=[CH:21][C:17]=1[C:18]([OH:20])=[O:19]. The catalyst class is: 3. (2) Reactant: C(OC([NH:8][C@H:9]([C:11]([O:13][CH2:14][CH2:15][O:16][C:17]1[CH:22]=[CH:21][C:20]([C:23]2[C:28]([C:29]#[N:30])=[C:27]([N:31]3[CH2:35][CH2:34][CH2:33][CH2:32]3)[N:26]=[C:25]([S:36][CH2:37][C:38]3[N:39]=[C:40]([C:43]4[CH:48]=[CH:47][C:46]([Cl:49])=[CH:45][CH:44]=4)[S:41][CH:42]=3)[C:24]=2[C:50]#[N:51])=[CH:19][CH:18]=1)=[O:12])[CH3:10])=O)(C)(C)C.[F:52][C:53]([F:58])([F:57])[C:54]([OH:56])=[O:55]. Product: [F:52][C:53]([F:58])([F:57])[C:54]([OH:56])=[O:55].[NH2:8][C@H:9]([C:11]([O:13][CH2:14][CH2:15][O:16][C:17]1[CH:22]=[CH:21][C:20]([C:23]2[C:28]([C:29]#[N:30])=[C:27]([N:31]3[CH2:32][CH2:33][CH2:34][CH2:35]3)[N:26]=[C:25]([S:36][CH2:37][C:38]3[N:39]=[C:40]([C:43]4[CH:44]=[CH:45][C:46]([Cl:49])=[CH:47][CH:48]=4)[S:41][CH:42]=3)[C:24]=2[C:50]#[N:51])=[CH:19][CH:18]=1)=[O:12])[CH3:10]. The catalyst class is: 4.